Dataset: Catalyst prediction with 721,799 reactions and 888 catalyst types from USPTO. Task: Predict which catalyst facilitates the given reaction. (1) Reactant: [C:1]([O:5][C:6]([N:8]([CH3:14])[CH:9]([CH3:13])[C:10]([OH:12])=O)=[O:7])([CH3:4])([CH3:3])[CH3:2].Cl.[CH:16]1([NH:26][C:27]([CH:29]2[N:33]3[C:34](=[O:39])[CH:35]([NH2:38])[CH2:36][CH2:37][CH:32]3[S:31][CH2:30]2)=[O:28])[C:25]2[C:20](=[CH:21][CH:22]=[CH:23][CH:24]=2)[CH2:19][CH2:18][CH2:17]1.CN1CCOCC1.C(P1(=O)OP(CCC)(=O)OP(CCC)(=O)O1)CC. The catalyst class is: 13. Product: [C:1]([O:5][C:6](=[O:7])[N:8]([CH3:14])[CH:9]([C:10](=[O:12])[NH:38][CH:35]1[C:34](=[O:39])[N:33]2[CH:29]([C:27](=[O:28])[NH:26][CH:16]3[C:25]4[C:20](=[CH:21][CH:22]=[CH:23][CH:24]=4)[CH2:19][CH2:18][CH2:17]3)[CH2:30][S:31][CH:32]2[CH2:37][CH2:36]1)[CH3:13])([CH3:2])([CH3:3])[CH3:4]. (2) Reactant: [NH:1]1[C:9]2[C:4](=[CH:5][CH:6]=[C:7](/[CH:10]=[CH:11]/[C:12](=O)[CH2:13][C:14](=O)/[CH:15]=[CH:16]/[C:17]3[CH:22]=[CH:21][C:20]([O:23][CH2:24][CH:25]4[CH2:29][CH2:28][CH2:27][O:26]4)=[CH:19][C:18]=3[O:30][CH3:31])[CH:8]=2)[CH:3]=[CH:2]1.O.[NH2:35][NH2:36]. Product: [NH:1]1[C:9]2[C:4](=[CH:5][CH:6]=[C:7](/[CH:10]=[CH:11]/[C:12]3[CH:13]=[C:14](/[CH:15]=[CH:16]/[C:17]4[CH:22]=[CH:21][C:20]([O:23][CH2:24][CH:25]5[CH2:29][CH2:28][CH2:27][O:26]5)=[CH:19][C:18]=4[O:30][CH3:31])[NH:36][N:35]=3)[CH:8]=2)[CH:3]=[CH:2]1. The catalyst class is: 342. (3) Reactant: [Cl:1][C:2]1[CH:3]=[C:4]2[C:9](=[CH:10][C:11]=1[C:12]([OH:14])=O)[N:8]=[CH:7][N:6]=[C:5]2[NH:15][CH:16]([C:18]1[NH:22][C:21]2[CH:23]=[CH:24][C:25]([Cl:27])=[CH:26][C:20]=2[N:19]=1)[CH3:17].FC1C(OC(N(C)C)=[N+](C)C)=C(F)C(F)=C(F)C=1F.F[P-](F)(F)(F)(F)F.C(N(C(C)C)CC)(C)C.[CH2:63]([CH:71]1[CH2:75][CH2:74][CH2:73][NH:72]1)[CH2:64][C:65]1[CH:70]=[CH:69][CH:68]=[CH:67][CH:66]=1. Product: [Cl:1][C:2]1[CH:3]=[C:4]2[C:9](=[CH:10][C:11]=1[C:12]([N:72]1[CH2:73][CH2:74][CH2:75][CH:71]1[CH2:63][CH2:64][C:65]1[CH:70]=[CH:69][CH:68]=[CH:67][CH:66]=1)=[O:14])[N:8]=[CH:7][N:6]=[C:5]2[NH:15][CH:16]([C:18]1[NH:22][C:21]2[CH:23]=[CH:24][C:25]([Cl:27])=[CH:26][C:20]=2[N:19]=1)[CH3:17]. The catalyst class is: 16. (4) Reactant: [OH:1][CH:2]1[CH2:7][CH2:6][N:5]([C:8]([O:10][C:11]([CH3:14])([CH3:13])[CH3:12])=[O:9])[CH2:4][CH2:3]1.[H-].[Na+].Cl[C:18]1[C:19]2[N:27]=[C:26]([Cl:28])[CH:25]=[CH:24][C:20]=2[N:21]=[CH:22][N:23]=1. Product: [Cl:28][C:26]1[CH:25]=[CH:24][C:20]2[N:21]=[CH:22][N:23]=[C:18]([O:1][CH:2]3[CH2:3][CH2:4][N:5]([C:8]([O:10][C:11]([CH3:14])([CH3:13])[CH3:12])=[O:9])[CH2:6][CH2:7]3)[C:19]=2[N:27]=1. The catalyst class is: 18.